Dataset: Full USPTO retrosynthesis dataset with 1.9M reactions from patents (1976-2016). Task: Predict the reactants needed to synthesize the given product. Given the product [CH2:1]([NH:4][CH2:19][CH2:18][CH2:17][CH2:16][CH2:12][C:13]([O:23][CH3:22])=[O:14])[CH2:2][CH3:3], predict the reactants needed to synthesize it. The reactants are: [CH2:1]([NH2:4])[CH2:2][CH3:3].N1C=CC=CC=1.C[CH:12]([CH2:16][CH2:17][CH2:18][C:19](Cl)=O)[C:13](Cl)=[O:14].[C:22](=O)(O)[O-:23].[Na+].